From a dataset of Reaction yield outcomes from USPTO patents with 853,638 reactions. Predict the reaction yield, written as a fraction of the theoretical maximum amount of product (1.0 means a 100% yield; for example, 0.34 means a 34% yield). The reactants are [CH3:1][O:2][C:3](=[O:12])[C:4]1[CH:9]=[C:8]([NH2:10])[CH:7]=[CH:6][C:5]=1[OH:11].Cl.Cl[CH2:15][CH2:16][N:17]1[CH2:21][CH2:20][CH2:19][CH2:18]1.C(=O)([O-])[O-].[Cs+].[Cs+].O. The catalyst is CN(C=O)C. The product is [CH3:1][O:2][C:3](=[O:12])[C:4]1[CH:9]=[C:8]([NH2:10])[CH:7]=[CH:6][C:5]=1[O:11][CH2:15][CH2:16][N:17]1[CH2:21][CH2:20][CH2:19][CH2:18]1. The yield is 0.130.